Task: Predict the reactants needed to synthesize the given product.. Dataset: Full USPTO retrosynthesis dataset with 1.9M reactions from patents (1976-2016) The reactants are: Br[CH2:2][C:3]1[C:12]2[C:7](=[C:8]([F:14])[C:9]([F:13])=[CH:10][CH:11]=2)[NH:6][C:5](=[O:15])[CH:4]=1.[CH2:16]([C:20]1[NH:24][C:23]2[CH:25]=[CH:26][CH:27]=[CH:28][C:22]=2[N:21]=1)[CH:17]([CH3:19])[CH3:18]. Given the product [F:13][C:9]1[C:8]([F:14])=[C:7]2[C:12]([C:3]([CH2:2][N:21]3[C:22]4[CH:28]=[CH:27][CH:26]=[CH:25][C:23]=4[N:24]=[C:20]3[CH2:16][CH:17]([CH3:19])[CH3:18])=[CH:4][C:5](=[O:15])[NH:6]2)=[CH:11][CH:10]=1, predict the reactants needed to synthesize it.